From a dataset of Catalyst prediction with 721,799 reactions and 888 catalyst types from USPTO. Predict which catalyst facilitates the given reaction. (1) Reactant: [CH:1](=O)[CH2:2][CH2:3][CH2:4]C.[BH3-][C:8]#[N:9].[Na+].[NH:11]1[CH2:15][CH2:14][N:13]=[C:12]1[CH2:16][CH:17]([C:24]1[CH:25]=[C:26](N)[CH:27]=[CH:28][CH:29]=1)[C:18]1[CH:23]=[CH:22][CH:21]=[CH:20][N:19]=1.N#N. Product: [NH:11]1[CH2:15][CH2:14][N:13]=[C:12]1[CH2:16][CH:17]([C:24]1[CH:25]=[C:26]([CH2:1][CH2:2][CH2:3][CH2:4][CH2:8][NH2:9])[CH:27]=[CH:28][CH:29]=1)[C:18]1[CH:23]=[CH:22][CH:21]=[CH:20][N:19]=1. The catalyst class is: 5. (2) Reactant: [CH2:1]([N:8]1[CH2:17][CH2:16][C:15]2[C:14](Cl)=[N:13][CH:12]=[N:11][C:10]=2[CH2:9]1)[C:2]1[CH:7]=[CH:6][CH:5]=[CH:4][CH:3]=1.C([N:26]1CCC2C(OC)=NC=NC=2C1)C1C=CC=CC=1. Product: [CH2:1]([N:8]1[CH2:17][CH2:16][C:15]2[C:14]([NH2:26])=[N:13][CH:12]=[N:11][C:10]=2[CH2:9]1)[C:2]1[CH:7]=[CH:6][CH:5]=[CH:4][CH:3]=1. The catalyst class is: 547. (3) Reactant: [Br:1][C:2]1[C:3]([N:9]2[CH2:14][CH2:13][O:12][CH2:11][CH:10]2[C:15]([OH:17])=O)=[N:4][C:5]([Cl:8])=[N:6][CH:7]=1.[CH2:18]([Cl:21])[CH2:19]Cl.[CH:22]1[CH:23]=[CH:24][C:25]2[N:30](O)N=N[C:26]=2[CH:27]=1.[CH:32](N(CC)C(C)C)(C)C. Product: [Br:1][C:2]1[C:3]([N:9]2[CH2:14][CH2:13][O:12][CH2:11][CH:10]2[C:15]([NH:30][C:25]2([C:24]3[CH:32]=[CH:19][C:18]([Cl:21])=[CH:22][CH:23]=3)[CH2:26][CH2:27]2)=[O:17])=[N:4][C:5]([Cl:8])=[N:6][CH:7]=1. The catalyst class is: 1.